This data is from Reaction yield outcomes from USPTO patents with 853,638 reactions. The task is: Predict the reaction yield, written as a fraction of the theoretical maximum amount of product (1.0 means a 100% yield; for example, 0.34 means a 34% yield). (1) The reactants are CN1CCNCC1.[NH:8]1[CH2:13][CH2:12][CH2:11][CH2:10][CH2:9]1.[CH3:14][O:15][C:16]([C:18]1[CH:27]=[C:26]([O:28][CH2:29][C:30]2[CH:35]=[CH:34][CH:33]=[CH:32][CH:31]=2)[C:25]2[C:20](=[C:21]([N+:37]([O-:39])=[O:38])[CH:22]=[C:23](Br)[CH:24]=2)[N:19]=1)=[O:17].COC(C1C=C(OCC2C=CC=CC=2)C2C(=C([N+]([O-])=O)C=CC=2Br)N=1)=O. No catalyst specified. The product is [CH3:14][O:15][C:16]([C:18]1[CH:27]=[C:26]([O:28][CH2:29][C:30]2[CH:35]=[CH:34][CH:33]=[CH:32][CH:31]=2)[C:25]2[C:20](=[C:21]([N+:37]([O-:39])=[O:38])[CH:22]=[CH:23][C:24]=2[N:8]2[CH2:13][CH2:12][CH2:11][CH2:10][CH2:9]2)[N:19]=1)=[O:17]. The yield is 0.610. (2) The reactants are C(OC([N:8]1[CH2:12][CH2:11][C@H:10]([O:13][CH3:14])[C@H:9]1[C:15](=[O:17])[NH2:16])=O)(C)(C)C.CO.[ClH:20]. No catalyst specified. The product is [ClH:20].[CH3:14][O:13][C@H:10]1[CH2:11][CH2:12][NH:8][C@@H:9]1[C:15]([NH2:16])=[O:17]. The yield is 0.380. (3) The reactants are [Si](C=[N+]=[N-])(C)(C)[CH3:2].[NH2:8][C:9]1[C:17]([N+:18]([O-:20])=[O:19])=[CH:16][C:12]([C:13]([OH:15])=[O:14])=[C:11]([F:21])[C:10]=1[F:22].CO. The catalyst is C1COCC1. The product is [CH3:2][O:14][C:13](=[O:15])[C:12]1[CH:16]=[C:17]([N+:18]([O-:20])=[O:19])[C:9]([NH2:8])=[C:10]([F:22])[C:11]=1[F:21]. The yield is 0.920. (4) The reactants are [H-].[Na+].[OH:3][C:4]1[CH:11]=[CH:10][C:7]([CH:8]=[O:9])=[CH:6][CH:5]=1.Cl[C:13]1[N:18]=[CH:17][CH:16]=[CH:15][N:14]=1. The catalyst is CN(C=O)C. The product is [N:14]1[CH:15]=[CH:16][CH:17]=[N:18][C:13]=1[O:3][C:4]1[CH:11]=[CH:10][C:7]([CH:8]=[O:9])=[CH:6][CH:5]=1. The yield is 0.860. (5) The reactants are [Cl:1][CH2:2][C:3]1[CH:8]=[CH:7][CH:6]=[CH:5][C:4]=1[CH2:9][C:10]#[N:11].[NH2:12][C:13]([NH2:15])=[S:14]. The catalyst is CO. The product is [ClH:1].[C:10]([CH2:9][C:4]1[CH:5]=[CH:6][CH:7]=[CH:8][C:3]=1[CH2:2][S:14][C:13](=[NH:12])[NH2:15])#[N:11]. The yield is 0.790. (6) The yield is 0.300. The catalyst is CN(C)C1C=CN=CC=1.ClCCl. The product is [CH:1]([O:4][C:5]1[CH:6]=[CH:7][C:8]([C:11]2[CH:16]=[CH:15][CH:14]=[C:13]([CH:17]3[CH2:26][C:25]([CH3:27])([CH3:28])[C:24]4[C:19](=[CH:20][CH:21]=[C:22]([C:29]([NH:38][S:35]([CH:32]5[CH2:34][CH2:33]5)(=[O:37])=[O:36])=[O:31])[CH:23]=4)[NH:18]3)[CH:12]=2)=[CH:9][CH:10]=1)([CH3:2])[CH3:3]. The reactants are [CH:1]([O:4][C:5]1[CH:10]=[CH:9][C:8]([C:11]2[CH:16]=[CH:15][CH:14]=[C:13]([CH:17]3[CH2:26][C:25]([CH3:28])([CH3:27])[C:24]4[C:19](=[CH:20][CH:21]=[C:22]([C:29]([OH:31])=O)[CH:23]=4)[NH:18]3)[CH:12]=2)=[CH:7][CH:6]=1)([CH3:3])[CH3:2].[CH:32]1([S:35]([NH2:38])(=[O:37])=[O:36])[CH2:34][CH2:33]1. (7) The reactants are [C:1]1(B(O)O)[CH:6]=[CH:5][CH:4]=[CH:3][CH:2]=1.C([O-])([O-])=O.[Cs+].[Cs+].[C:16]([O:20][C:21]([N:23]1[CH2:26][CH2:25][C@H:24]1[C:27]1[O:31][N:30]=[C:29]([C:32]2[CH:37]=[CH:36][C:35](I)=[CH:34][CH:33]=2)[N:28]=1)=[O:22])([CH3:19])([CH3:18])[CH3:17].[Li+].[Br-]. The catalyst is CN(C=O)C.C1C=CC(P(C2C=CC=CC=2)[C-]2C=CC=C2)=CC=1.C1C=CC(P(C2C=CC=CC=2)[C-]2C=CC=C2)=CC=1.Cl[Pd]Cl.[Fe+2]. The product is [C:35]1([C:1]2[CH:6]=[CH:5][CH:4]=[CH:3][CH:2]=2)[CH:36]=[CH:37][C:32]([C:29]2[N:28]=[C:27]([C@@H:24]3[CH2:25][CH2:26][N:23]3[C:21]([O:20][C:16]([CH3:19])([CH3:18])[CH3:17])=[O:22])[O:31][N:30]=2)=[CH:33][CH:34]=1. The yield is 0.910.